Dataset: Full USPTO retrosynthesis dataset with 1.9M reactions from patents (1976-2016). Task: Predict the reactants needed to synthesize the given product. (1) Given the product [CH2:1]([O:3][C:4]([C:6]1[NH:7][C:8]2[C:13]([CH:14]=1)=[CH:12][C:11]([C:19]1[CH:20]=[CH:21][CH:22]=[CH:23][C:18]=1[O:17][CH3:16])=[CH:10][CH:9]=2)=[O:5])[CH3:2], predict the reactants needed to synthesize it. The reactants are: [CH2:1]([O:3][C:4]([C:6]1[NH:7][C:8]2[C:13]([CH:14]=1)=[CH:12][C:11](Br)=[CH:10][CH:9]=2)=[O:5])[CH3:2].[CH3:16][O:17][C:18]1[CH:23]=[CH:22][CH:21]=[CH:20][C:19]=1B(O)O.C([O-])([O-])=O.[Na+].[Na+].COCCOC.O.CCO. (2) The reactants are: [Br:1][C:2]1[C:3]([N:12]2[CH2:17][CH2:16][N:15]([CH2:18][C:19]3[CH:24]=[CH:23][CH:22]=[CH:21][N:20]=3)[CH2:14][CH2:13]2)=[C:4]([N+:9]([O-])=O)[C:5]([NH2:8])=[N:6][CH:7]=1.[CH3:25][O:26][C:27]1[CH:34]=[CH:33][C:30]([CH:31]=O)=[CH:29][CH:28]=1.[O-]S(S([O-])=O)=O.[Na+].[Na+]. Given the product [Br:1][C:2]1[C:3]([N:12]2[CH2:17][CH2:16][N:15]([CH2:18][C:19]3[CH:24]=[CH:23][CH:22]=[CH:21][N:20]=3)[CH2:14][CH2:13]2)=[C:4]2[N:9]=[C:31]([C:30]3[CH:33]=[CH:34][C:27]([O:26][CH3:25])=[CH:28][CH:29]=3)[NH:8][C:5]2=[N:6][CH:7]=1, predict the reactants needed to synthesize it. (3) Given the product [CH3:3][N:10]1[CH:12]2[CH2:19][CH:13]([OH:22])[CH2:14][CH:15]1[CH:16]1[CH:17]2[CH2:18]1, predict the reactants needed to synthesize it. The reactants are: [OH-].[K+].[CH3:3]N(N=O)C(N)=O.[N+:10](=[CH2:12])=[N-].[C@@:13]12([OH:22])N(C)[C@@H:17]([CH2:18][CH2:19]1)[CH2:16][CH:15]=[CH:14]2. (4) Given the product [Br:1][C:2]1[CH:7]=[CH:6][C:5]([S:8]([NH:12][C:13]2[N:18]=[CH:17][CH:16]=[CH:15][N:14]=2)(=[O:10])=[O:9])=[CH:4][CH:3]=1, predict the reactants needed to synthesize it. The reactants are: [Br:1][C:2]1[CH:7]=[CH:6][C:5]([S:8](Cl)(=[O:10])=[O:9])=[CH:4][CH:3]=1.[NH2:12][C:13]1[N:18]=[CH:17][CH:16]=[CH:15][N:14]=1. (5) Given the product [CH2:2]([C:3]1[CH:8]=[CH:7][C:6]([C:9](=[O:10])[CH:11]=[O:13])=[CH:5][CH:4]=1)[CH3:1], predict the reactants needed to synthesize it. The reactants are: [CH3:1][CH2:2][C:3]1[CH:8]=[CH:7][C:6]([C:9]([CH3:11])=[O:10])=[CH:5][CH:4]=1.Br.[OH2:13].